From a dataset of Full USPTO retrosynthesis dataset with 1.9M reactions from patents (1976-2016). Predict the reactants needed to synthesize the given product. Given the product [F:34][C:21]([F:20])([F:33])[O:22][C:23]1[CH:28]=[CH:27][CH:26]=[CH:25][C:24]=1[S:29]([N:3]1[CH2:4][C@@H:5]2[C@@H:1]([CH2:6]2)[C@H:2]1[CH2:7][NH:8][C:9]([C:11]1[CH:12]=[CH:13][CH:14]=[C:15]2[O:19][CH:18]=[CH:17][C:16]=12)=[O:10])(=[O:31])=[O:30], predict the reactants needed to synthesize it. The reactants are: [C@@H:1]12[CH2:6][C@@H:5]1[CH2:4][NH:3][C@@H:2]2[CH2:7][NH:8][C:9]([C:11]1[CH:12]=[CH:13][CH:14]=[C:15]2[O:19][CH:18]=[CH:17][C:16]=12)=[O:10].[F:20][C:21]([F:34])([F:33])[O:22][C:23]1[CH:28]=[CH:27][CH:26]=[CH:25][C:24]=1[S:29](Cl)(=[O:31])=[O:30].